From a dataset of CYP2C19 inhibition data for predicting drug metabolism from PubChem BioAssay. Regression/Classification. Given a drug SMILES string, predict its absorption, distribution, metabolism, or excretion properties. Task type varies by dataset: regression for continuous measurements (e.g., permeability, clearance, half-life) or binary classification for categorical outcomes (e.g., BBB penetration, CYP inhibition). Dataset: cyp2c19_veith. (1) The molecule is Cc1ccccc1C(=O)NNC(=O)c1ccc(F)cc1. The result is 0 (non-inhibitor). (2) The compound is O=C(Nc1ccccc1C(=O)Nc1ccc2c(c1)OCO2)c1ccco1. The result is 1 (inhibitor). (3) The drug is Cc1cc2ccccc2c[n+]1CC(O)C[n+]1cc2ccccc2cc1C. The result is 0 (non-inhibitor). (4) The compound is CN(C(=O)Cc1ccccc1)[C@@H]1CC[C@@]2(CCCO2)C[C@H]1N1CCCC1. The result is 0 (non-inhibitor).